Dataset: Full USPTO retrosynthesis dataset with 1.9M reactions from patents (1976-2016). Task: Predict the reactants needed to synthesize the given product. (1) Given the product [CH:14]1([C:13]2[CH:16]=[CH:17][C:10]([O:9][C:6](=[O:8])[CH3:7])=[CH:11][CH:12]=2)[CH2:1][CH2:15]1, predict the reactants needed to synthesize it. The reactants are: [CH2:1]([Zn]CC)C.[C:6]([O:9][C:10]1[CH:17]=[CH:16][C:13]([CH:14]=[CH2:15])=[CH:12][CH:11]=1)(=[O:8])[CH3:7].ICI. (2) Given the product [Br-:1].[C:6]([O:5][C:3](=[O:4])[CH2:2][S+:10]1[CH2:14][CH2:13][CH2:12][CH2:11]1)([CH3:9])([CH3:8])[CH3:7], predict the reactants needed to synthesize it. The reactants are: [Br:1][CH2:2][C:3]([O:5][C:6]([CH3:9])([CH3:8])[CH3:7])=[O:4].[S:10]1[CH2:14][CH2:13][CH2:12][CH2:11]1. (3) Given the product [F:29][C:26]([F:27])([F:28])[C:24]1[CH:25]=[C:20]([C:16]2[CH:17]=[CH:18][CH:19]=[C:14]([CH:11]3[CH2:12][CH2:13][NH:8][CH2:9][CH2:10]3)[N:15]=2)[CH:21]=[C:22]([C:30]([F:31])([F:32])[F:33])[CH:23]=1, predict the reactants needed to synthesize it. The reactants are: C(OC([N:8]1[CH2:13][CH2:12][CH:11]([C:14]2[CH:19]=[CH:18][CH:17]=[C:16]([C:20]3[CH:25]=[C:24]([C:26]([F:29])([F:28])[F:27])[CH:23]=[C:22]([C:30]([F:33])([F:32])[F:31])[CH:21]=3)[N:15]=2)[CH2:10][CH2:9]1)=O)(C)(C)C.C(C(O)=O)(F)(F)F. (4) Given the product [CH2:1]([O:8][C:9]1[C:10]2[CH:21]=[CH:20][CH:19]=[CH:18][C:11]=2[S:12][C:13]=1[C:14]([OH:16])=[O:15])[C:2]1[CH:3]=[CH:4][CH:5]=[CH:6][CH:7]=1, predict the reactants needed to synthesize it. The reactants are: [CH2:1]([O:8][C:9]1[C:10]2[CH:21]=[CH:20][CH:19]=[CH:18][C:11]=2[S:12][C:13]=1[C:14]([O:16]C)=[O:15])[C:2]1[CH:7]=[CH:6][CH:5]=[CH:4][CH:3]=1.O.[OH-].[Li+].O. (5) Given the product [C:12]([C:10]1[C:9]([N:15]2[CH2:16][CH2:17][N:18]([CH2:28][C:29]([N:31]([CH3:33])[CH3:32])=[O:30])[CH2:19][CH2:20]2)=[C:8]2[C:3]([CH:4]=[CH:5][CH:6]=[N:7]2)=[C:2]([Cl:1])[CH:11]=1)(=[O:14])[CH3:13], predict the reactants needed to synthesize it. The reactants are: [Cl:1][C:2]1[CH:11]=[C:10]([C:12](=[O:14])[CH3:13])[C:9]([N:15]2[CH2:20][CH2:19][NH:18][CH2:17][CH2:16]2)=[C:8]2[C:3]=1[CH:4]=[CH:5][CH:6]=[N:7]2.C(=O)([O-])[O-].[K+].[K+].Cl[CH2:28][C:29]([N:31]([CH3:33])[CH3:32])=[O:30]. (6) Given the product [Cl:5][C:6]1[CH:7]=[C:8]([N:12]([CH:21]([F:35])[C:22]2[C:31]3[C:26](=[C:27]([F:32])[CH:28]=[CH:29][CH:30]=3)[NH:25][C:24](=[O:33])[CH:23]=2)[C:13]([C:15]2[S:19][CH:18]=[N:17][C:16]=2[CH3:20])=[O:14])[CH:9]=[CH:10][CH:11]=1, predict the reactants needed to synthesize it. The reactants are: B(Br)(Br)Br.[Cl:5][C:6]1[CH:7]=[C:8]([N:12]([CH:21]([F:35])[C:22]2[C:31]3[C:26](=[C:27]([F:32])[CH:28]=[CH:29][CH:30]=3)[N:25]=[C:24]([O:33]C)[CH:23]=2)[C:13]([C:15]2[S:19][CH:18]=[N:17][C:16]=2[CH3:20])=[O:14])[CH:9]=[CH:10][CH:11]=1. (7) Given the product [C:1]([C:3]#[C:4][C:5]1[CH:13]=[CH:12][C:8]([C:9]([O:11][C:19]2[C:20]([F:21])=[C:15]([F:14])[C:16]([S:25]([O-:28])(=[O:26])=[O:27])=[C:17]([F:24])[C:18]=2[F:23])=[O:10])=[CH:7][CH:6]=1)#[N:2].[Na+:29], predict the reactants needed to synthesize it. The reactants are: [C:1]([C:3]#[C:4][C:5]1[CH:13]=[CH:12][C:8]([C:9]([OH:11])=[O:10])=[CH:7][CH:6]=1)#[N:2].[F:14][C:15]1[C:20]([F:21])=[C:19](O)[C:18]([F:23])=[C:17]([F:24])[C:16]=1[S:25]([O-:28])(=[O:27])=[O:26].[Na+:29].C1CCC(N=C=NC2CCCCC2)CC1. (8) Given the product [Cl:9][C:10]1[CH:17]=[CH:16][CH:15]=[CH:14][C:11]=1[CH2:12][N:4]1[C:3]([CH3:2])=[C:7]([CH3:8])[N:6]=[CH:5]1, predict the reactants needed to synthesize it. The reactants are: Br.[CH3:2][C:3]1[N:4]=[CH:5][NH:6][C:7]=1[CH3:8].[Cl:9][C:10]1[CH:17]=[CH:16][CH:15]=[CH:14][C:11]=1[CH2:12]Br.[OH-].[K+].CCOCC. (9) Given the product [N:21]1[CH:22]=[CH:23][CH:24]=[CH:25][C:20]=1[C:2]1[N:7]=[N:6][C:5]([C:8]2[N:9]=[N:10][C:11]([C:22]3[CH:23]=[CH:24][CH:25]=[CH:20][N:21]=3)=[CH:12][CH:13]=2)=[CH:4][CH:3]=1, predict the reactants needed to synthesize it. The reactants are: Cl[C:2]1[N:7]=[N:6][C:5]([C:8]2[N:9]=[N:10][C:11](Cl)=[CH:12][CH:13]=2)=[CH:4][CH:3]=1.C([Sn](CCCC)(CCCC)[C:20]1[CH:25]=[CH:24][CH:23]=[CH:22][N:21]=1)CCC. (10) Given the product [CH2:1]([NH:8][C:9]1[N:14]2[N:15]=[CH:16][C:17]([C:18]([NH:40][S:37]([CH3:36])(=[O:39])=[O:38])=[O:19])=[C:13]2[N:12]=[CH:11][C:10]=1[C:21]([N:23]1[CH2:28][CH2:27][CH:26]([C:29]2[CH:34]=[CH:33][CH:32]=[CH:31][CH:30]=2)[CH:25]([CH3:35])[CH2:24]1)=[O:22])[C:2]1[CH:3]=[CH:4][CH:5]=[CH:6][CH:7]=1, predict the reactants needed to synthesize it. The reactants are: [CH2:1]([NH:8][C:9]1[N:14]2[N:15]=[CH:16][C:17]([C:18](O)=[O:19])=[C:13]2[N:12]=[CH:11][C:10]=1[C:21]([N:23]1[CH2:28][CH2:27][CH:26]([C:29]2[CH:34]=[CH:33][CH:32]=[CH:31][CH:30]=2)[CH:25]([CH3:35])[CH2:24]1)=[O:22])[C:2]1[CH:7]=[CH:6][CH:5]=[CH:4][CH:3]=1.[CH3:36][S:37]([NH2:40])(=[O:39])=[O:38].